Dataset: Forward reaction prediction with 1.9M reactions from USPTO patents (1976-2016). Task: Predict the product of the given reaction. (1) Given the reactants Br[C:2]1[CH:7]=[CH:6][C:5]([C:8]2[CH:13]=[CH:12][C:11]([CH2:14][C:15]3[N:16]([C:28]4[CH:33]=[CH:32][C:31]([N:34]5[S:38](=[O:40])(=[O:39])[NH:37][C:36](=[O:41])[CH2:35]5)=[CH:30][CH:29]=4)[CH:17]=[C:18]([C:20]4[CH:25]=[CH:24][C:23]([Cl:26])=[CH:22][C:21]=4[Cl:27])[N:19]=3)=[CH:10][CH:9]=2)=[CH:4][CH:3]=1.[NH:42]1[CH2:47][CH2:46][NH:45][CH2:44][CH2:43]1, predict the reaction product. The product is: [Cl:27][C:21]1[CH:22]=[C:23]([Cl:26])[CH:24]=[CH:25][C:20]=1[C:18]1[N:19]=[C:15]([CH2:14][C:11]2[CH:12]=[CH:13][C:8]([C:5]3[CH:6]=[CH:7][C:2]([N:42]4[CH2:47][CH2:46][NH:45][CH2:44][CH2:43]4)=[CH:3][CH:4]=3)=[CH:9][CH:10]=2)[N:16]([C:28]2[CH:33]=[CH:32][C:31]([N:34]3[S:38](=[O:40])(=[O:39])[NH:37][C:36](=[O:41])[CH2:35]3)=[CH:30][CH:29]=2)[CH:17]=1. (2) The product is: [C:1]([C:5]1[CH:10]=[CH:9][CH:8]=[CH:7][C:6]=1[N:11]1[CH2:12][CH2:13][N:14]([C:17]([NH:19][CH2:20][C:21]([OH:23])=[O:22])=[O:18])[CH2:15][CH2:16]1)([CH3:4])([CH3:2])[CH3:3]. Given the reactants [C:1]([C:5]1[CH:10]=[CH:9][CH:8]=[CH:7][C:6]=1[N:11]1[CH2:16][CH2:15][N:14]([C:17]([NH:19][CH2:20][C:21]([O:23]CC)=[O:22])=[O:18])[CH2:13][CH2:12]1)([CH3:4])([CH3:3])[CH3:2].O.[OH-].[Li+].O.Cl, predict the reaction product. (3) Given the reactants [CH:1]1([C:4]([N:6]2[CH2:10][CH2:9][C@@H:8]([CH2:11][NH:12][C:13]3[C:14]([N+:19]([O-])=O)=[N:15][CH:16]=[CH:17][CH:18]=3)[CH2:7]2)=[O:5])[CH2:3][CH2:2]1.[H][H], predict the reaction product. The product is: [CH:1]1([C:4]([N:6]2[CH2:10][CH2:9][C@@H:8]([CH2:11][NH:12][C:13]3[C:14]([NH2:19])=[N:15][CH:16]=[CH:17][CH:18]=3)[CH2:7]2)=[O:5])[CH2:3][CH2:2]1. (4) Given the reactants [CH3:1][C:2](=[N:4][OH:5])[CH3:3].C[C:7]([O-])([CH3:9])[CH3:8].[K+].[C:12]([SiH2:16][O:17][C:18](C1C=CC=CC=1)(C1C=CC=CC=1)[C:19]1[C:20]([N:30]2[CH2:35][C@H:34]([CH3:36])[O:33][C@H:32]([CH3:37])[CH2:31]2)=[C:21]([F:29])[C:22](F)=[C:23]([C:25](=[O:27])[CH3:26])[CH:24]=1)([CH3:15])([CH3:14])[CH3:13], predict the reaction product. The product is: [Si:16]([O:17][CH2:18][C:19]1[C:20]([N:30]2[CH2:31][C@H:32]([CH3:37])[O:33][C@H:34]([CH3:36])[CH2:35]2)=[C:21]([F:29])[C:22]([O:5][N:4]=[C:2]([CH3:3])[CH3:1])=[C:23]([C:25](=[O:27])[CH3:26])[CH:24]=1)([C:12]([CH3:15])([CH3:14])[CH3:13])([C:8]1[CH:7]=[CH:9][CH:14]=[CH:12][CH:13]=1)[C:19]1[CH:20]=[CH:21][CH:22]=[CH:23][CH:24]=1. (5) The product is: [F:23][C:9]1[CH:10]=[C:11]([O:14][CH2:15][C:16]2[CH:21]=[CH:20][CH:19]=[C:18]([F:22])[CH:17]=2)[CH:12]=[CH:13][C:8]=1[NH:7][C:5](=[O:6])[CH2:4][C:3]([NH2:26])=[O:2]. Given the reactants C[O:2][C:3](=O)[CH2:4][C:5]([NH:7][C:8]1[CH:13]=[CH:12][C:11]([O:14][CH2:15][C:16]2[CH:21]=[CH:20][CH:19]=[C:18]([F:22])[CH:17]=2)=[CH:10][C:9]=1[F:23])=[O:6].[OH-].[NH4+:26], predict the reaction product.